Dataset: Catalyst prediction with 721,799 reactions and 888 catalyst types from USPTO. Task: Predict which catalyst facilitates the given reaction. (1) Reactant: Cl[C:2]1[N:7]=[C:6]([C:8]2[CH:13]=[CH:12][CH:11]=[C:10]([C:14]#[C:15][C@:16]3([OH:23])[CH2:20][CH2:19][N:18]([CH3:21])[C:17]3=[O:22])[CH:9]=2)[N:5]=[C:4]([C:24]([O:26][CH2:27][CH3:28])=[O:25])[CH:3]=1.C([Sn](CCCC)(CCCC)[C:34]1[CH:39]=[N:38][CH:37]=[CH:36][N:35]=1)CCC. Product: [OH:23][C@@:16]1([C:15]#[C:14][C:10]2[CH:9]=[C:8]([C:6]3[N:5]=[C:4]([C:24]([O:26][CH2:27][CH3:28])=[O:25])[CH:3]=[C:2]([C:34]4[CH:39]=[N:38][CH:37]=[CH:36][N:35]=4)[N:7]=3)[CH:13]=[CH:12][CH:11]=2)[CH2:20][CH2:19][N:18]([CH3:21])[C:17]1=[O:22]. The catalyst class is: 233. (2) Reactant: [NH:1]1[CH2:6][CH2:5][CH:4]([NH:7][C:8](=[O:14])[O:9][C:10]([CH3:13])([CH3:12])[CH3:11])[CH2:3][CH2:2]1.CCN(CC)CC.[CH3:22][C:23](OC(C)=O)=[O:24]. Product: [C:10]([O:9][C:8](=[O:14])[NH:7][CH:4]1[CH2:3][CH2:2][N:1]([C:23](=[O:24])[CH3:22])[CH2:6][CH2:5]1)([CH3:11])([CH3:13])[CH3:12]. The catalyst class is: 2. (3) Reactant: [F:1][C:2]1[CH:3]=[C:4]2[C:8](=[CH:9][CH:10]=1)[N:7]([CH2:11][C:12]1[CH:17]=[CH:16][CH:15]=[CH:14][CH:13]=1)[C:6](=[O:18])[C:5]2=O.CCOCC. Product: [CH2:11]([N:7]1[C:8]2[C:4](=[CH:3][C:2]([F:1])=[CH:10][CH:9]=2)[CH2:5][C:6]1=[O:18])[C:12]1[CH:17]=[CH:16][CH:15]=[CH:14][CH:13]=1. The catalyst class is: 81. (4) Reactant: [C:1]1([C:7]2[C:15]3[C:10](=[CH:11][CH:12]=[CH:13][CH:14]=3)[NH:9][CH:8]=2)[CH:6]=[CH:5][CH:4]=[CH:3][CH:2]=1.[H-].[Na+].[Cl:18]C(Cl)(Cl)COC([N:24]1[CH2:33][CH2:32][C:31]2[C:26](=[CH:27][C:28]([S:34](Cl)(=[O:36])=[O:35])=[CH:29][CH:30]=2)[CH2:25]1)=O.C(=O)([O-])[O-].[Na+].[Na+].P([O-])(O)(O)=O.[Na+]. Product: [ClH:18].[C:1]1([C:7]2[C:15]3[C:10](=[CH:11][CH:12]=[CH:13][CH:14]=3)[N:9]([S:34]([C:28]3[CH:27]=[C:26]4[C:31]([CH2:32][CH2:33][NH:24][CH2:25]4)=[CH:30][CH:29]=3)(=[O:35])=[O:36])[CH:8]=2)[CH:2]=[CH:3][CH:4]=[CH:5][CH:6]=1. The catalyst class is: 772. (5) Reactant: [CH3:1][C:2](=[N:5][OH:6])[CH2:3][CH3:4].[CH:7]1([N:13]=[C:14]=[N:15][CH:16]2[CH2:21][CH2:20][CH2:19][CH2:18][CH2:17]2)[CH2:12][CH2:11][CH2:10][CH2:9][CH2:8]1. Product: [CH:16]1([NH:15][C:14](=[N:13][CH:7]2[CH2:12][CH2:11][CH2:10][CH2:9][CH2:8]2)[O:6][N:5]=[C:2]([CH2:3][CH3:4])[CH3:1])[CH2:17][CH2:18][CH2:19][CH2:20][CH2:21]1. The catalyst class is: 464.